This data is from Full USPTO retrosynthesis dataset with 1.9M reactions from patents (1976-2016). The task is: Predict the reactants needed to synthesize the given product. (1) Given the product [NH2:1][C:4]1[CH:5]=[C:6]([NH:10][C:11](=[O:15])[CH2:12][CH2:13][CH3:14])[CH:7]=[CH:8][CH:9]=1, predict the reactants needed to synthesize it. The reactants are: [N+:1]([C:4]1[CH:5]=[C:6]([NH:10][C:11](=[O:15])[CH2:12][CH2:13][CH3:14])[CH:7]=[CH:8][CH:9]=1)([O-])=O.[H][H]. (2) Given the product [CH3:20][Si:21]([C:24]#[C:25][C:2]1[CH:7]=[CH:6][CH:5]=[CH:4][C:3]=1[CH2:8][C:9]([O:11][CH3:12])=[O:10])([CH3:23])[CH3:22], predict the reactants needed to synthesize it. The reactants are: I[C:2]1[CH:7]=[CH:6][CH:5]=[CH:4][C:3]=1[CH2:8][C:9]([O:11][CH3:12])=[O:10].C(N(CC)CC)C.[CH3:20][Si:21]([C:24]#[CH:25])([CH3:23])[CH3:22]. (3) Given the product [CH3:4][C:5]1[CH:6]=[CH:7][C:8]([O:21][CH2:22][C:23]2[CH:28]=[CH:27][CH:26]=[CH:25][CH:24]=2)=[C:9]([CH:20]=1)[C:10]([OH:12])=[O:11], predict the reactants needed to synthesize it. The reactants are: O[Li].O.[CH3:4][C:5]1[CH:6]=[CH:7][C:8]([O:21][CH2:22][C:23]2[CH:28]=[CH:27][CH:26]=[CH:25][CH:24]=2)=[C:9]([CH:20]=1)[C:10]([O:12]CC1C=CC=CC=1)=[O:11].C1COCC1.Cl. (4) Given the product [CH2:1]([C:8]1[C:13](=[O:14])[CH:12]=[C:11]([CH3:15])[NH:17][C:9]=1[CH3:16])[CH2:2][CH2:3][CH2:4][CH2:5][CH2:6][CH3:7], predict the reactants needed to synthesize it. The reactants are: [CH2:1]([C:8]1[C:13](=[O:14])[CH:12]=[C:11]([CH3:15])O[C:9]=1[CH3:16])[CH2:2][CH2:3][CH2:4][CH2:5][CH2:6][CH3:7].[NH3:17]. (5) Given the product [NH2:29][C:21]1[O:22][C@H:23]([C:25]([F:26])([F:28])[F:27])[CH2:24][C@:19]([C:3]2[N:4]=[C:5]([NH:8][C:9](=[O:18])[C:10]3[CH:15]=[CH:14][C:13]([C:16]#[N:17])=[CH:12][N:11]=3)[CH:6]=[CH:7][C:2]=2[Cl:1])([CH3:37])[N:20]=1, predict the reactants needed to synthesize it. The reactants are: [Cl:1][C:2]1[C:3]([C@:19]2([CH3:37])[CH2:24][C@@H:23]([C:25]([F:28])([F:27])[F:26])[O:22][C:21]([NH:29]C(=O)OC(C)(C)C)=[N:20]2)=[N:4][C:5]([NH:8][C:9](=[O:18])[C:10]2[CH:15]=[CH:14][C:13]([C:16]#[N:17])=[CH:12][N:11]=2)=[CH:6][CH:7]=1.C(O)(C(F)(F)F)=O. (6) Given the product [Br:5][C:6]1[N:10]2[N:11]=[C:12]([NH:15][CH2:16][CH2:17][CH2:18][NH:19][CH:2]([CH3:4])[CH3:1])[CH:13]=[CH:14][C:9]2=[N:8][CH:7]=1, predict the reactants needed to synthesize it. The reactants are: [CH3:1][C:2]([CH3:4])=O.[Br:5][C:6]1[N:10]2[N:11]=[C:12]([NH:15][CH2:16][CH2:17][CH2:18][NH2:19])[CH:13]=[CH:14][C:9]2=[N:8][CH:7]=1.[BH4-].[Na+]. (7) Given the product [ClH:26].[CH:1]([NH:4][C:5]([C:7]1[C:15]2[C:10](=[N:11][CH:12]=[C:13]([C:16]3[C:24]4[C:19](=[CH:20][C:21]([Cl:26])=[CH:22][C:23]=4[F:25])[N:18]([CH2:27][CH2:28][N:29]4[CH2:34][CH2:33][O:32][CH2:31][CH2:30]4)[N:17]=3)[N:14]=2)[NH:9][CH:8]=1)=[O:6])([CH3:3])[CH3:2], predict the reactants needed to synthesize it. The reactants are: [CH:1]([NH:4][C:5]([C:7]1[C:15]2[C:10](=[N:11][CH:12]=[C:13]([C:16]3[C:24]4[C:19](=[CH:20][C:21]([Cl:26])=[CH:22][C:23]=4[F:25])[N:18]([CH2:27][CH2:28][N:29]4[CH2:34][CH2:33][O:32][CH2:31][CH2:30]4)[N:17]=3)[N:14]=2)[N:9](COCC[Si](C)(C)C)[CH:8]=1)=[O:6])([CH3:3])[CH3:2].FC(F)(F)C(O)=O.C(N)CN.Cl.